Predict the product of the given reaction. From a dataset of Forward reaction prediction with 1.9M reactions from USPTO patents (1976-2016). (1) Given the reactants [Na:1].[NH2:2][C:3]1[N:7]([C:8]2[CH:13]=[CH:12][C:11]([CH2:14][CH2:15][NH:16][C:17]([NH:19][S:20]([C:23]3[CH:28]=[CH:27][C:26](F)=[CH:25][C:24]=3F)(=[O:22])=[O:21])=[O:18])=[CH:10][CH:9]=2)[N:6]=[C:5]([C:31]([F:34])([F:33])[F:32])[C:4]=1[C:35]1[CH:40]=[CH:39][CH:38]=[CH:37][CH:36]=1.[Cl:41]C1C=CC(S(N)(=O)=O)=CC=1, predict the reaction product. The product is: [Na:1].[NH2:2][C:3]1[N:7]([C:8]2[CH:13]=[CH:12][C:11]([CH2:14][CH2:15][NH:16][C:17]([NH:19][S:20]([C:23]3[CH:28]=[CH:27][C:26]([Cl:41])=[CH:25][CH:24]=3)(=[O:22])=[O:21])=[O:18])=[CH:10][CH:9]=2)[N:6]=[C:5]([C:31]([F:34])([F:33])[F:32])[C:4]=1[C:35]1[CH:40]=[CH:39][CH:38]=[CH:37][CH:36]=1. (2) Given the reactants [CH2:1]([O:8][C:9]1[CH:10]=[C:11]2[C:16](=[CH:17][C:18]=1[O:19][CH3:20])[C:15]([CH3:21])=[N:14][CH2:13][CH2:12]2)[C:2]1[CH:7]=[CH:6][CH:5]=[CH:4][CH:3]=1.[BH4-].[Na+].O.[Cl-].[Na+], predict the reaction product. The product is: [CH2:1]([O:8][C:9]1[CH:10]=[C:11]2[C:16](=[CH:17][C:18]=1[O:19][CH3:20])[CH:15]([CH3:21])[NH:14][CH2:13][CH2:12]2)[C:2]1[CH:7]=[CH:6][CH:5]=[CH:4][CH:3]=1. (3) Given the reactants C([O:5][C:6]([N:8]1[CH:12]=[C:11]([C:13](=[NH:16])[NH:14]O)[C:10]([CH3:17])=[N:9]1)=[O:7])(C)(C)C.[CH3:18]O, predict the reaction product. The product is: [C:6]([OH:5])(=[O:7])[CH3:18].[CH3:17][C:10]1[C:11]([C:13]([NH2:16])=[NH:14])=[CH:12][NH:8][N:9]=1. (4) Given the reactants [Cl:1][C:2]1[S:6][C:5]([C:7]2[S:8][C:9]([S:12](Cl)(=[O:14])=[O:13])=[CH:10][CH:11]=2)=[CH:4][CH:3]=1.Cl.[NH2:17][C@H:18]1[CH2:22][CH2:21][N:20]([CH2:23][C:24]2[CH:33]=[C:32]3[C:27]([CH:28]=[CH:29][N:30]=[C:31]3[Cl:34])=[CH:26][CH:25]=2)[C:19]1=[O:35], predict the reaction product. The product is: [Cl:34][C:31]1[C:32]2[C:27](=[CH:26][CH:25]=[C:24]([CH2:23][N:20]3[CH2:21][CH2:22][C@H:18]([NH:17][S:12]([C:9]4[S:8][C:7]([C:5]5[S:6][C:2]([Cl:1])=[CH:3][CH:4]=5)=[CH:11][CH:10]=4)(=[O:14])=[O:13])[C:19]3=[O:35])[CH:33]=2)[CH:28]=[CH:29][N:30]=1. (5) Given the reactants [CH2:1]([Li])[CH2:2][CH2:3][CH3:4].O=C1C[CH2:11][N:10]([C:13]([O:15][C:16]([CH3:19])([CH3:18])[CH3:17])=[O:14])[CH2:9][CH2:8]1, predict the reaction product. The product is: [CH:3](=[C:2]1[CH2:1][CH2:11][N:10]([C:13]([O:15][C:16]([CH3:17])([CH3:19])[CH3:18])=[O:14])[CH2:9][CH2:8]1)[CH3:4].